Dataset: Peptide-MHC class I binding affinity with 185,985 pairs from IEDB/IMGT. Task: Regression. Given a peptide amino acid sequence and an MHC pseudo amino acid sequence, predict their binding affinity value. This is MHC class I binding data. (1) The peptide sequence is MIEPRTLQY. The MHC is HLA-B07:02 with pseudo-sequence HLA-B07:02. The binding affinity (normalized) is 0.0847. (2) The peptide sequence is QGWKGSPAIF. The MHC is Mamu-B52 with pseudo-sequence Mamu-B52. The binding affinity (normalized) is 0.759. (3) The binding affinity (normalized) is 0.400. The peptide sequence is LTSTWVMYGT. The MHC is HLA-B58:01 with pseudo-sequence HLA-B58:01. (4) The peptide sequence is LSLSNLDFR. The MHC is HLA-A68:01 with pseudo-sequence HLA-A68:01. The binding affinity (normalized) is 0.473. (5) The peptide sequence is QVPLRPMTYK. The MHC is HLA-A02:02 with pseudo-sequence HLA-A02:02. The binding affinity (normalized) is 0.00375. (6) The peptide sequence is PDIGELFGL. The MHC is HLA-B44:02 with pseudo-sequence HLA-B44:02. The binding affinity (normalized) is 0.